This data is from TCR-epitope binding with 47,182 pairs between 192 epitopes and 23,139 TCRs. The task is: Binary Classification. Given a T-cell receptor sequence (or CDR3 region) and an epitope sequence, predict whether binding occurs between them. (1) The epitope is SLVKPSFYV. The TCR CDR3 sequence is CASTNGSFGEQYF. Result: 0 (the TCR does not bind to the epitope). (2) The epitope is RAKFKQLL. The TCR CDR3 sequence is CASSSSGVGFYEQYF. Result: 1 (the TCR binds to the epitope). (3) The epitope is KLSYGIATV. The TCR CDR3 sequence is CASSYMGNEQFF. Result: 1 (the TCR binds to the epitope). (4) The epitope is KAYNVTQAF. The TCR CDR3 sequence is CASSWGTGLTEAFF. Result: 1 (the TCR binds to the epitope). (5) The epitope is DATYQRTRALVR. The TCR CDR3 sequence is CASSYAADAVYGYTF. Result: 0 (the TCR does not bind to the epitope). (6) The epitope is SLVKPSFYV. The TCR CDR3 sequence is CASSLGPGGPTDTQYF. Result: 1 (the TCR binds to the epitope). (7) The epitope is TLVPQEHYV. The TCR CDR3 sequence is CATSDLSGLSGELFF. Result: 0 (the TCR does not bind to the epitope). (8) Result: 0 (the TCR does not bind to the epitope). The TCR CDR3 sequence is CASSLAPGPYSGANVLTF. The epitope is GTSGSPIVNR. (9) The epitope is VLAWLYAAV. The TCR CDR3 sequence is CASSQDFAGSYNEQFF. Result: 0 (the TCR does not bind to the epitope).